This data is from Forward reaction prediction with 1.9M reactions from USPTO patents (1976-2016). The task is: Predict the product of the given reaction. (1) Given the reactants [F:1][C:2]([F:24])([F:23])[C:3]1[CH:19]=[CH:18][C:6]([CH2:7][NH:8][C:9]([C:11]2([C:14]([F:17])([F:16])[F:15])[CH2:13][CH2:12]2)=[O:10])=[CH:5][C:4]=1[N:20]=[C:21]=S.[NH2:25][C:26]1[C:27]([NH:47][CH3:48])=[CH:28][C:29]([O:42][CH2:43][CH:44]([F:46])[F:45])=[C:30]([CH:41]=1)[C:31]([NH:33][C:34]1[CH:39]=[CH:38][C:37]([Br:40])=[CH:36][CH:35]=1)=[O:32].CC(C)N=C=NC(C)C, predict the reaction product. The product is: [Br:40][C:37]1[CH:38]=[CH:39][C:34]([NH:33][C:31]([C:30]2[C:29]([O:42][CH2:43][CH:44]([F:45])[F:46])=[CH:28][C:27]3[N:47]([CH3:48])[C:21]([NH:20][C:4]4[CH:5]=[C:6]([CH2:7][NH:8][C:9]([C:11]5([C:14]([F:17])([F:16])[F:15])[CH2:13][CH2:12]5)=[O:10])[CH:18]=[CH:19][C:3]=4[C:2]([F:24])([F:23])[F:1])=[N:25][C:26]=3[CH:41]=2)=[O:32])=[CH:35][CH:36]=1. (2) Given the reactants F[C:2]1[CH:19]=[CH:18][C:5]([C:6]([C:11]2[CH:16]=[CH:15][C:14](F)=[CH:13][CH:12]=2)([OH:10])[C:7]([OH:9])=[O:8])=[CH:4][CH:3]=1.[O-]CC.[Na+].[Na].CI, predict the reaction product. The product is: [C:7]([OH:9])(=[O:8])[C:6]([C:11]1[CH:12]=[CH:13][CH:14]=[CH:15][CH:16]=1)([C:5]1[CH:18]=[CH:19][CH:2]=[CH:3][CH:4]=1)[OH:10].